This data is from Reaction yield outcomes from USPTO patents with 853,638 reactions. The task is: Predict the reaction yield, written as a fraction of the theoretical maximum amount of product (1.0 means a 100% yield; for example, 0.34 means a 34% yield). (1) The catalyst is CN(C)C=O. The reactants are [S:1]1[C:5]([C:6]([OH:8])=[O:7])=[CH:4][CH:3]=[C:2]1[C:9]([OH:11])=[O:10].[C:12](=O)([O-])[O-].[Na+].[Na+].CI. The product is [CH3:12][O:7][C:6]([C:5]1[S:1][C:2]([C:9]([OH:11])=[O:10])=[CH:3][CH:4]=1)=[O:8]. The yield is 0.280. (2) The reactants are [Cl:1][C:2]1[N:3]=[C:4]([C:9]([NH:11][C@H:12]2[CH2:17][CH2:16][N:15]([C:18]3[S:19][C:20]([C:26]([O:28][CH2:29][CH3:30])=[O:27])=[C:21]([C:23](O)=[O:24])[N:22]=3)[CH2:14][C@H:13]2[O:31][CH2:32][CH2:33][CH3:34])=[O:10])[NH:5][C:6]=1[CH2:7][CH3:8].Cl.CN.C[CH2:39][N:40]=C=NCCCN(C)C.Cl.C1C=CC2N(O)N=NC=2C=1. No catalyst specified. The product is [Cl:1][C:2]1[N:3]=[C:4]([C:9]([NH:11][C@H:12]2[CH2:17][CH2:16][N:15]([C:18]3[S:19][C:20]([C:26]([O:28][CH2:29][CH3:30])=[O:27])=[C:21]([C:23](=[O:24])[NH:40][CH3:39])[N:22]=3)[CH2:14][C@H:13]2[O:31][CH2:32][CH2:33][CH3:34])=[O:10])[NH:5][C:6]=1[CH2:7][CH3:8]. The yield is 0.770. (3) The reactants are [OH:1][CH2:2][C:3]1[C:4]([NH:10][C:11]2[CH:16]=[CH:15][CH:14]=[C:13]([N+:17]([O-:19])=[O:18])[CH:12]=2)=[N:5][C:6]([CH3:9])=[CH:7][CH:8]=1. The catalyst is C(Cl)(Cl)Cl.[O-2].[O-2].[Mn+4]. The product is [CH3:9][C:6]1[CH:7]=[CH:8][C:3]([CH:2]=[O:1])=[C:4]([NH:10][C:11]2[CH:16]=[CH:15][CH:14]=[C:13]([N+:17]([O-:19])=[O:18])[CH:12]=2)[N:5]=1. The yield is 0.720. (4) The reactants are [C:1]1([C:7]([C:31]2[CH:36]=[CH:35][CH:34]=[CH:33][CH:32]=2)([C:25]2[CH:30]=[CH:29][CH:28]=[CH:27][CH:26]=2)[N:8]2[CH:12]=[N:11][C:10]([S:13][CH2:14][CH2:15][O:16][C:17]3[CH:22]=[C:21]([C:23]#[N:24])[CH:20]=[CH:19][N:18]=3)=[N:9]2)[CH:6]=[CH:5][CH:4]=[CH:3][CH:2]=1.[H-].[Al+3].[Li+].[H-].[H-].[H-].O.[OH-].[Na+]. The catalyst is C1COCC1. The product is [C:31]1([C:7]([C:1]2[CH:6]=[CH:5][CH:4]=[CH:3][CH:2]=2)([C:25]2[CH:26]=[CH:27][CH:28]=[CH:29][CH:30]=2)[N:8]2[CH:12]=[N:11][C:10]([S:13][CH2:14][CH2:15][O:16][C:17]3[CH:22]=[C:21]([CH2:23][NH2:24])[CH:20]=[CH:19][N:18]=3)=[N:9]2)[CH:36]=[CH:35][CH:34]=[CH:33][CH:32]=1. The yield is 0.410. (5) The reactants are [CH2:1]([OH:9])[CH2:2][C:3]1[CH:8]=[CH:7][CH:6]=[CH:5][CH:4]=1.[CH3:10][O:11][C:12](=[O:18])[CH2:13][CH2:14][C:15](Cl)=[O:16].[Cl-].[Al+3].[Cl-].[Cl-].[Na]. The catalyst is CO.C(OCC)(=O)C.ClCCl. The product is [CH3:10][O:11][C:12](=[O:18])[CH2:13][CH2:14][C:15]([C:6]1[CH:7]=[CH:8][C:3]([CH2:2][CH2:1][OH:9])=[CH:4][CH:5]=1)=[O:16]. The yield is 0.570. (6) The yield is 0.310. The product is [NH2:17][C:9]1[N:8]([C:5]2[CH:4]=[CH:3][C:2]([O:1][CH2:57][CH2:56][CH2:55][C:47]3[S:46][C:45]([N:42]4[CH2:41][CH2:40][C:39]5[C:44](=[C:35]([C:33](=[O:34])[NH:32][C:24]6[S:23][C:27]7[CH:28]=[CH:29][CH:30]=[CH:31][C:26]=7[N:25]=6)[CH:36]=[CH:37][CH:38]=5)[CH2:43]4)=[N:49][C:48]=3[C:50]([OH:52])=[O:51])=[CH:7][CH:6]=2)[C:12]2[CH:13]=[CH:14][CH:15]=[CH:16][C:11]=2[N:10]=1. The catalyst is CN(C=O)C. The reactants are [OH:1][C:2]1[CH:7]=[CH:6][C:5]([N:8]2[C:12]3[CH:13]=[CH:14][CH:15]=[CH:16][C:11]=3[N:10]=[C:9]2[NH:17]C(=O)C)=[CH:4][CH:3]=1.[H-].[Na+].[S:23]1[C:27]2[CH:28]=[CH:29][CH:30]=[CH:31][C:26]=2[N:25]=[C:24]1[NH:32][C:33]([C:35]1[CH:36]=[CH:37][CH:38]=[C:39]2[C:44]=1[CH2:43][N:42]([C:45]1[S:46][C:47]([CH2:55][CH2:56][CH2:57]I)=[C:48]([C:50]([O:52]CC)=[O:51])[N:49]=1)[CH2:41][CH2:40]2)=[O:34].[OH-].[Na+].Cl. (7) The reactants are [Cl:1][C:2]1[CH:3]=[C:4]([C:20]2[C:21]([C:26]#[N:27])=[CH:22][CH:23]=[CH:24][CH:25]=2)[CH:5]=[CH:6][C:7]=1[CH2:8][C:9]1[C:14](=[O:15])[NH:13][C:12]([CH3:16])=[N:11][C:10]=1[CH2:17][CH2:18][CH3:19].[CH:28]([O:31][C:32]1[CH:37]=[CH:36][C:35](B(O)O)=[CH:34][CH:33]=1)([CH3:30])[CH3:29].C([N:43](CC)CC)C.N1C=CC=CC=1.[C:54]([O:57]CC)(=[O:56])C. The catalyst is ClCCl.C([O-])(=O)C.[Cu+2].C([O-])(=O)C. The product is [Cl:1][C:2]1[CH:3]=[C:4]([C:20]2[CH:25]=[CH:24][CH:23]=[CH:22][C:21]=2[C:26]2[NH:43][C:54](=[O:56])[O:57][N:27]=2)[CH:5]=[CH:6][C:7]=1[CH2:8][C:9]1[C:14](=[O:15])[N:13]([C:35]2[CH:36]=[CH:37][C:32]([O:31][CH:28]([CH3:30])[CH3:29])=[CH:33][CH:34]=2)[C:12]([CH3:16])=[N:11][C:10]=1[CH2:17][CH2:18][CH3:19]. The yield is 0.580. (8) The reactants are C([O:4][C:5]1[CH:17]=[CH:16][C:8]([O:9][CH2:10][C:11]([O:13][CH2:14][CH3:15])=[O:12])=[C:7]([CH3:18])[CH:6]=1)(=O)C.C[O-].[Na+]. The catalyst is CO. The product is [OH:4][C:5]1[CH:17]=[CH:16][C:8]([O:9][CH2:10][C:11]([O:13][CH2:14][CH3:15])=[O:12])=[C:7]([CH3:18])[CH:6]=1. The yield is 0.770. (9) The reactants are [CH3:1][C:2]1[CH:7]=[CH:6][C:5]([S:8]([O:11][CH2:12][CH:13]2[CH2:17][C:16]3[CH:18]=[CH:19][CH:20]=[C:21](Br)[C:15]=3[O:14]2)(=[O:10])=[O:9])=[CH:4][CH:3]=1.[CH3:23][C:24]1[CH:29]=[CH:28][C:27](B(O)O)=[CH:26][CH:25]=1.C(=O)([O-])[O-].[K+].[K+].CC1C=CC(S(OCC2CC3C(C4C=CC=CC=4)=CC=CC=3O2)(=O)=O)=CC=1. The catalyst is CC1C=CC=CC=1[P](C1C=CC=CC=1C)([Pd](Cl)(Cl)[P](C1=C(C)C=CC=C1)(C1C=CC=CC=1C)C1C=CC=CC=1C)C1C=CC=CC=1C. The product is [CH3:1][C:2]1[CH:7]=[CH:6][C:5]([S:8]([O:11][CH2:12][CH:13]2[CH2:17][C:16]3[CH:18]=[CH:19][CH:20]=[C:21]([C:27]4[CH:28]=[CH:29][C:24]([CH3:23])=[CH:25][CH:26]=4)[C:15]=3[O:14]2)(=[O:10])=[O:9])=[CH:4][CH:3]=1. The yield is 0.850. (10) The reactants are C([N-]C(C)C)(C)C.[Li+].[CH2:9]([O:11][C:12](=[O:23])[CH2:13][C:14]1[CH:19]=[CH:18][C:17]([N+:20]([O-:22])=[O:21])=[CH:16][CH:15]=1)[CH3:10].I[CH2:25][CH:26]1[CH2:30][CH2:29][CH2:28][CH2:27]1. The catalyst is O1CCCC1.CN(C)P(N(C)C)(N(C)C)=O.CN(C)P(N(C)C)(N(C)C)=O. The product is [CH2:9]([O:11][C:12](=[O:23])[CH:13]([C:14]1[CH:19]=[CH:18][C:17]([N+:20]([O-:22])=[O:21])=[CH:16][CH:15]=1)[CH2:25][CH:26]1[CH2:30][CH2:29][CH2:28][CH2:27]1)[CH3:10]. The yield is 0.772.